Task: Predict the reactants needed to synthesize the given product.. Dataset: Full USPTO retrosynthesis dataset with 1.9M reactions from patents (1976-2016) (1) Given the product [Cl:1][C:2]1[N:7]=[C:6]([NH:25][C:21]2[CH:20]=[C:19]3[C:24](=[CH:23][CH:22]=2)[NH:16][N:17]=[CH:18]3)[CH:5]=[C:4]([CH3:9])[N:3]=1, predict the reactants needed to synthesize it. The reactants are: [Cl:1][C:2]1[N:7]=[C:6](Cl)[CH:5]=[C:4]([CH3:9])[N:3]=1.C([O-])([O-])=O.[Na+].[Na+].[NH:16]1[C:24]2[C:19](=[CH:20][C:21]([NH2:25])=[CH:22][CH:23]=2)[CH:18]=[N:17]1. (2) Given the product [CH3:13][O:12][C:4]1[CH:3]=[C:2]([C:20]2[CH:21]=[CH:22][C:17]([N+:14]([O-:16])=[O:15])=[CH:18][CH:19]=2)[CH:11]=[CH:10][C:5]=1[C:6]([O:8][CH3:9])=[O:7], predict the reactants needed to synthesize it. The reactants are: Br[C:2]1[CH:11]=[CH:10][C:5]([C:6]([O:8][CH3:9])=[O:7])=[C:4]([O:12][CH3:13])[CH:3]=1.[N+:14]([C:17]1[CH:22]=[CH:21][C:20](B(O)O)=[CH:19][CH:18]=1)([O-:16])=[O:15].C([O-])([O-])=O.[Na+].[Na+].ClCCl. (3) Given the product [C:33]([C:32]1[CH:35]=[CH:36][C:29]([O:28][CH:26]([CH:22]2[CH:21]([C:16]3[CH:17]=[CH:18][C:19]([Cl:20])=[C:14]([Cl:13])[CH:15]=3)[CH2:25][N:24]([C:7]([Cl:10])=[O:6])[CH2:23]2)[CH3:27])=[N:30][CH:31]=1)#[N:34], predict the reactants needed to synthesize it. The reactants are: ClC(Cl)(OC(=O)[O:6][C:7]([Cl:10])(Cl)Cl)Cl.[Cl:13][C:14]1[CH:15]=[C:16]([CH:21]2[CH2:25][NH:24][CH2:23][CH:22]2[CH:26]([O:28][C:29]2[CH:36]=[CH:35][C:32]([C:33]#[N:34])=[CH:31][N:30]=2)[CH3:27])[CH:17]=[CH:18][C:19]=1[Cl:20].N1C=CC=CC=1.CCOC(C)=O. (4) Given the product [CH3:53][O:54][CH2:55][CH2:56][CH2:57][O:58][CH2:2][C:3]1[CH:4]=[CH:5][C:6]([C@@H:9]2[C@@H:10]([O:26][CH2:27][C:38]3[CH:39]=[CH:40][C:41]4[O:46][CH2:45][CH2:44][N:43]([CH2:47][CH2:48][CH2:49][O:50][CH3:51])[C:42]=4[CH:52]=3)[CH2:11][NH:12][CH2:13][C@H:14]2[OH:15])=[CH:7][CH:8]=1, predict the reactants needed to synthesize it. The reactants are: Cl[CH2:2][C:3]1[CH:8]=[CH:7][C:6]([C@@H:9]2[C@@H:14]([O:15][Si](C(C)C)(C(C)C)C(C)C)[CH2:13][NH:12][CH2:11][C@@H:10]2[O:26][CH:27]([C:38]2[CH:39]=[CH:40][C:41]3[O:46][CH2:45][CH2:44][N:43]([CH2:47][CH2:48][CH2:49][O:50][CH3:51])[C:42]=3[CH:52]=2)S(C2C=CC(C)=CC=2)(=O)=O)=[CH:5][CH:4]=1.[CH3:53][O:54][CH2:55][CH2:56][CH2:57][OH:58]. (5) Given the product [CH3:1][N:2]1[C@@H:19]2[CH2:20][C:7]3[CH:8]=[CH:9][C:10]([O:22][CH3:23])=[C:11]4[O:12][CH:13]5[C:14]([CH:16]=[CH:17][C@:18]2([OH:21])[C@:5]5([C:6]=34)[CH2:4][CH2:3]1)=[O:15], predict the reactants needed to synthesize it. The reactants are: [CH3:1][N:2]1[C@@H:19]2[CH2:20][C:7]3[CH:8]=[CH:9][C:10]([O:22][CH3:23])=[C:11]4[O:12][C@H:13]5[C:14]([CH2:16][CH2:17][C@:18]2([OH:21])[C@:5]5([C:6]=34)[CH2:4][CH2:3]1)=[O:15].CN1[C@@H]2CC3C=CC(OC)=C4O[C@H]5C(OC)=CC=C2[C@]5(C=34)CC1. (6) Given the product [F:1][C:2]1[CH:3]=[CH:4][C:5]([C:8]2[N:9]=[C:10]([CH:20]3[CH2:21][CH2:22][N:23]([C:26]([O:28][CH2:29][CH3:30])=[O:27])[CH2:24][CH2:25]3)[S:11][C:12]=2[C:13]2[CH:18]=[CH:17][N:16]=[C:15]([NH:39][C@H:37]([C:31]3[CH:36]=[CH:35][CH:34]=[CH:33][CH:32]=3)[CH3:38])[CH:14]=2)=[CH:6][CH:7]=1, predict the reactants needed to synthesize it. The reactants are: [F:1][C:2]1[CH:7]=[CH:6][C:5]([C:8]2[N:9]=[C:10]([CH:20]3[CH2:25][CH2:24][N:23]([C:26]([O:28][CH2:29][CH3:30])=[O:27])[CH2:22][CH2:21]3)[S:11][C:12]=2[C:13]2[CH:18]=[CH:17][N:16]=[C:15](F)[CH:14]=2)=[CH:4][CH:3]=1.[C:31]1([C@@H:37]([NH2:39])[CH3:38])[CH:36]=[CH:35][CH:34]=[CH:33][CH:32]=1. (7) Given the product [Br:14][C:10]1[NH:9][C:8]2[CH:13]=[C:4]([N+:1]([O-:3])=[O:2])[CH:5]=[CH:6][C:7]=2[N:11]=1, predict the reactants needed to synthesize it. The reactants are: [N+:1]([C:4]1[CH:5]=[CH:6][C:7]2[N:11]=[C:10](S)[NH:9][C:8]=2[CH:13]=1)([O-:3])=[O:2].[Br:14]Br. (8) Given the product [CH3:1][O:2][C:3](=[O:8])[CH:4]([NH:5][S:24]([C:21]1[CH:20]=[CH:19][C:18]([O:17][CH3:16])=[CH:23][CH:22]=1)(=[O:26])=[O:25])[CH2:6][OH:7], predict the reactants needed to synthesize it. The reactants are: [CH3:1][O:2][C:3](=[O:8])[C@H:4]([CH2:6][OH:7])[NH2:5].C(N(CC)CC)C.[CH3:16][O:17][C:18]1[CH:23]=[CH:22][C:21]([S:24](Cl)(=[O:26])=[O:25])=[CH:20][CH:19]=1. (9) Given the product [F:14][CH:2]([F:1])[C:3]1[N:4]=[C:5]([CH:9]=[O:10])[CH:6]=[CH:7][CH:8]=1, predict the reactants needed to synthesize it. The reactants are: [F:1][CH:2]([F:14])[C:3]1[CH:8]=[CH:7][CH:6]=[C:5]([CH:9]2OCC[O:10]2)[N:4]=1. (10) Given the product [CH3:34][O:33][C:32]1[CH:28]=[N:29][NH:30][C:31]=1[C:3]1[CH:4]=[C:5]([CH:10]=[CH:11][C:2]=1[CH3:1])[C:6]([O:8][CH3:9])=[O:7], predict the reactants needed to synthesize it. The reactants are: [CH3:1][C:2]1[CH:11]=[CH:10][C:5]([C:6]([O:8][CH3:9])=[O:7])=[CH:4][C:3]=1B1OC(C)(C)C(C)(C)O1.C(=O)([O-])[O-].[K+].[K+].I[C:28]1[C:32]([O:33][CH3:34])=[CH:31][NH:30][N:29]=1.